From a dataset of Forward reaction prediction with 1.9M reactions from USPTO patents (1976-2016). Predict the product of the given reaction. (1) Given the reactants [CH2:1]([O:8][C:9]1[CH:10]=[C:11]([CH:17]=[CH:18][C:19]([O:21][CH2:22][CH3:23])=[O:20])[CH:12]=[C:13]([O:15]C)[CH:14]=1)C1C=CC=CC=1, predict the reaction product. The product is: [OH:15][C:13]1[CH:12]=[C:11]([CH2:17][CH2:18][C:19]([O:21][CH2:22][CH3:23])=[O:20])[CH:10]=[C:9]([O:8][CH3:1])[CH:14]=1. (2) The product is: [C:34]([C:2]1[CH:3]=[C:4]([S:8]([C:11]2[S:15][C:14]([CH2:16][N:17]([CH3:25])[C:18](=[O:24])[O:19][C:20]([CH3:21])([CH3:22])[CH3:23])=[CH:13][C:12]=2[C:26]2[C:27]([F:32])=[N:28][CH:29]=[CH:30][CH:31]=2)(=[O:10])=[O:9])[CH:5]=[CH:6][CH:7]=1)#[N:35]. Given the reactants Br[C:2]1[CH:3]=[C:4]([S:8]([C:11]2[S:15][C:14]([CH2:16][N:17]([CH3:25])[C:18](=[O:24])[O:19][C:20]([CH3:23])([CH3:22])[CH3:21])=[CH:13][C:12]=2[C:26]2[C:27]([F:32])=[N:28][CH:29]=[CH:30][CH:31]=2)(=[O:10])=[O:9])[CH:5]=[CH:6][CH:7]=1.O.[CH3:34][N:35](C)C=O, predict the reaction product.